From a dataset of Full USPTO retrosynthesis dataset with 1.9M reactions from patents (1976-2016). Predict the reactants needed to synthesize the given product. (1) The reactants are: [OH:1][CH2:2][C:3]1[CH:26]=[CH:25][C:6]([O:7][CH2:8][C:9]2[N:10]=[C:11]([C:15]3[CH:16]=[C:17]([CH:22]=[CH:23][CH:24]=3)[C:18]([O:20][CH3:21])=[O:19])[O:12][C:13]=2[CH3:14])=[CH:5][CH:4]=1.O[C:28]1[C:32]([CH:33]=[O:34])=[CH:31][N:30]([C:35]2[CH:40]=[CH:39][CH:38]=[CH:37][CH:36]=2)[N:29]=1.C(P(CCCC)CCCC)CCC.N(C(N1CCCCC1)=O)=NC(N1CCCCC1)=O. Given the product [CH:33]([C:32]1[C:28]([O:1][CH2:2][C:3]2[CH:4]=[CH:5][C:6]([O:7][CH2:8][C:9]3[N:10]=[C:11]([C:15]4[CH:16]=[C:17]([CH:22]=[CH:23][CH:24]=4)[C:18]([O:20][CH3:21])=[O:19])[O:12][C:13]=3[CH3:14])=[CH:25][CH:26]=2)=[N:29][N:30]([C:35]2[CH:36]=[CH:37][CH:38]=[CH:39][CH:40]=2)[CH:31]=1)=[O:34], predict the reactants needed to synthesize it. (2) Given the product [NH2:1][C:2]1[O:3][CH2:4][C:5]2([N:21]=1)[C@@H:18]1[C@H:13]([CH2:14][CH2:15][C:16](=[O:19])[CH2:17]1)[O:12][C:11]1[C:6]2=[CH:7][C:8]([C:30]2[CH:31]=[N:32][CH:33]=[C:34]([CH:37]=2)[C:35]#[N:36])=[CH:9][CH:10]=1, predict the reactants needed to synthesize it. The reactants are: [NH2:1][C:2]1[O:3][CH2:4][C:5]2([N:21]=1)[C@@H:18]1[C@H:13]([CH2:14][CH2:15][C:16](=[O:19])[CH2:17]1)[O:12][C:11]1[C:6]2=[CH:7][C:8](Br)=[CH:9][CH:10]=1.CC1(C)C(C)(C)OB([C:30]2[CH:31]=[N:32][CH:33]=[C:34]([CH:37]=2)[C:35]#[N:36])O1.C([O-])([O-])=O.[Na+].[Na+].